This data is from Reaction yield outcomes from USPTO patents with 853,638 reactions. The task is: Predict the reaction yield, written as a fraction of the theoretical maximum amount of product (1.0 means a 100% yield; for example, 0.34 means a 34% yield). (1) The reactants are [NH2:1][C:2]1[CH:3]=[C:4]2[C:8](=[CH:9][C:10]=1[OH:11])[NH:7][C:6]([C:12]([O:14][CH3:15])=[O:13])=[CH:5]2.[O:16]1CC[CH2:18][CH2:17]1.C(=O)([O-])O.[Na+].ClCC(Cl)=O.C(=O)([O-])[O-].[K+].[K+]. No catalyst specified. The product is [O:16]=[C:17]1[CH2:18][O:11][C:10]2[CH:9]=[C:8]3[NH:7][C:6]([C:12]([O:14][CH3:15])=[O:13])=[CH:5][C:4]3=[CH:3][C:2]=2[NH:1]1. The yield is 0.710. (2) The reactants are [OH:1][CH2:2][CH2:3][N:4]1[CH:8]=[CH:7][C:6]([C:9]2[C:17]3[C:16]([NH:18][C@H:19]([C:21]4[N:26]([C:27]5[CH:32]=[CH:31][CH:30]=[CH:29][CH:28]=5)[C:25](=[O:33])[C:24]5=[C:34]([CH3:37])[CH:35]=[CH:36][N:23]5[N:22]=4)[CH3:20])=[N:15][CH:14]=[N:13][C:12]=3[N:11](COCC[Si](C)(C)C)[CH:10]=2)=[N:5]1.FC(F)(F)C(O)=O.N. No catalyst specified. The product is [OH:1][CH2:2][CH2:3][N:4]1[CH:8]=[CH:7][C:6]([C:9]2[C:17]3[C:16]([NH:18][C@H:19]([C:21]4[N:26]([C:27]5[CH:32]=[CH:31][CH:30]=[CH:29][CH:28]=5)[C:25](=[O:33])[C:24]5=[C:34]([CH3:37])[CH:35]=[CH:36][N:23]5[N:22]=4)[CH3:20])=[N:15][CH:14]=[N:13][C:12]=3[NH:11][CH:10]=2)=[N:5]1. The yield is 1.00.